From a dataset of Drug-target binding data from BindingDB using Ki measurements. Regression. Given a target protein amino acid sequence and a drug SMILES string, predict the binding affinity score between them. We predict pKi (pKi = -log10(Ki in M); higher means stronger inhibition). Dataset: bindingdb_ki. The drug is CC(=O)NC1CCc2[nH]c3ccccc3c2C1. The target protein (P49288) has sequence MERPGSNGSCSGCRLEGGPAARAASGLAAVLIVTIVVDVLGNALVILSVLRNKKLRNAGNIFVVSLSVADLVVAVYPYPLILSAIFHNGWTMGNIHCQISGFLMGLSVIGSIFNITAIAINRYCYICHSLRYDKLFNLKNTCCYICLTWTLTVVAIVPNFFVGSLQYDPRIYSCTFAQTVSTSYTITVVVVHFIVPLSIVTFCYLRIWILVIQVKHRVRQDCKQKIRAADIRNFLTMFVVFVLFAVCWGPLNFIGLAVSINPSKVQPHIPEWLFVLSYFMAYFNSCLNAVIYGLLNQNFRKEYKRILLMLRTPRLLFIDVSKGGTEGLKSKPSPAVTNNNQAEIHL. The pKi is 5.3.